This data is from Full USPTO retrosynthesis dataset with 1.9M reactions from patents (1976-2016). The task is: Predict the reactants needed to synthesize the given product. Given the product [OH:8][N:9]1[C:14]2[N:15]=[CH:16][N:17]=[C:18]([CH3:19])[C:13]=2[C:12]([NH:20][CH2:21][C:22]2[CH:27]=[CH:26][CH:25]=[CH:24][C:23]=2[N:28]2[CH2:33][CH2:32][CH2:31][CH2:30][CH2:29]2)=[CH:11][C:10]1=[O:34], predict the reactants needed to synthesize it. The reactants are: C([O:8][N:9]1[C:14]2[N:15]=[CH:16][N:17]=[C:18]([CH3:19])[C:13]=2[C:12]([NH:20][CH2:21][C:22]2[CH:27]=[CH:26][CH:25]=[CH:24][C:23]=2[N:28]2[CH2:33][CH2:32][CH2:31][CH2:30][CH2:29]2)=[CH:11][C:10]1=[O:34])C1C=CC=CC=1.CO.[H][H].